From a dataset of Forward reaction prediction with 1.9M reactions from USPTO patents (1976-2016). Predict the product of the given reaction. The product is: [CH2:2]([O:4][C:5]1[CH:6]=[C:7]2[C:12](=[C:13]([N:15]3[CH2:20][CH2:19][N:18]([CH3:21])[CH2:17][CH2:16]3)[CH:14]=1)[O:11][C:10]([C:22]([Cl:29])=[O:23])=[CH:9][C:8]2=[O:25])[CH3:3]. Given the reactants Cl.[CH2:2]([O:4][C:5]1[CH:6]=[C:7]2[C:12](=[C:13]([N:15]3[CH2:20][CH2:19][N:18]([CH3:21])[CH2:17][CH2:16]3)[CH:14]=1)[O:11][C:10]([C:22](O)=[O:23])=[CH:9][C:8]2=[O:25])[CH3:3].C(Cl)(=O)C([Cl:29])=O, predict the reaction product.